From a dataset of Experimentally validated miRNA-target interactions with 360,000+ pairs, plus equal number of negative samples. Binary Classification. Given a miRNA mature sequence and a target amino acid sequence, predict their likelihood of interaction. The miRNA is hsa-miR-676-3p with sequence CUGUCCUAAGGUUGUUGAGUU. The protein sequence of the target gene is MSDIVEKTLTALPGLFLQNQPGGGPAAAKASFSSRLGSLVRGITALTSKHEEEKLIQQELSSLKATVSAPTTTLKMMKECMVRLIYCEMLGYDASFGYIHAIKLAQQGNLLEKRVGYLAVSLFLHESHELLLLLVNTVVKDLQSTNLVEVCMALTVVSQIFPCEMIPAVLPLIEDKLQHSKEIVRRKAVLALYKFHLIAPNQVQHIHIKFRKALCDRDVGVMAASLHIYLRMIKENSSGYKDLTGSFVTILKQVVGGKLPVEFNYHSVPAPWLQIQLLRILGLLGKDDQRTSELMYDVLD.... Result: 0 (no interaction).